Dataset: Reaction yield outcomes from USPTO patents with 853,638 reactions. Task: Predict the reaction yield, written as a fraction of the theoretical maximum amount of product (1.0 means a 100% yield; for example, 0.34 means a 34% yield). (1) The catalyst is O1CCCC1. The reactants are C([Si](C)(C)[O:6][C:7]1[CH:8]=[C:9]([CH:49]=[CH:50][CH:51]=1)[CH2:10][C@H:11]1[C:36](=[O:37])[N:35]2[NH:38][C@@H:31]([CH2:32][CH2:33][CH2:34]2)[C:30](=[O:39])[O:29][CH2:28][C:27]2=[CH:40][C:23](=[CH:24][CH:25]=[N:26]2)[CH:22]=[CH:21][CH2:20][CH2:19][C@@H:18]([O:41][CH3:42])[C@@H:17]([CH3:43])[C:16](=[O:44])[NH:15][C@@H:14]([CH:45]([CH3:47])[CH3:46])[C:13](=[O:48])[NH:12]1)(C)(C)C.CCCC[N+](CCCC)(CCCC)CCCC.[F-]. The product is [OH:6][C:7]1[CH:8]=[C:9]([CH:49]=[CH:50][CH:51]=1)[CH2:10][C@H:11]1[C:36](=[O:37])[N:35]2[NH:38][C@@H:31]([CH2:32][CH2:33][CH2:34]2)[C:30](=[O:39])[O:29][CH2:28][C:27]2[CH:40]=[C:23]([CH:24]=[CH:25][N:26]=2)[CH:22]=[CH:21][CH2:20][CH2:19][C@@H:18]([O:41][CH3:42])[C@@H:17]([CH3:43])[C:16](=[O:44])[NH:15][C@@H:14]([CH:45]([CH3:47])[CH3:46])[C:13](=[O:48])[NH:12]1. The yield is 0.650. (2) The reactants are Cl.[CH2:2]([NH:4][CH2:5][CH2:6][N:7]1[C:11](=[O:12])[C:10]2=[CH:13][CH:14]=[CH:15][CH:16]=[C:9]2[C:8]1=[O:17])[CH3:3]. The catalyst is ClCCl. The product is [CH2:2]([NH:4][CH2:5][CH2:6][N:7]1[C:11](=[O:12])[C:10]2=[CH:13][CH:14]=[CH:15][CH:16]=[C:9]2[C:8]1=[O:17])[CH3:3]. The yield is 0.820. (3) The reactants are Cl.[C:2]([C:6]1[CH:10]=[C:9]([CH2:11][NH2:12])[N:8]([C:13]2[CH:18]=[CH:17][CH:16]=[C:15]([O:19][C:20]([F:23])([F:22])[F:21])[CH:14]=2)[N:7]=1)([CH3:5])([CH3:4])[CH3:3].[F:24][C:25]1[CH:26]=[C:27]([CH:36]([CH3:40])[C:37](O)=[O:38])[CH:28]=[CH:29][C:30]=1[CH2:31][O:32][CH2:33][CH2:34][OH:35].C1C=CC2N(O)N=NC=2C=1.CN(C(ON1N=NC2C=CC=CC1=2)=[N+](C)C)C.[B-](F)(F)(F)F.CCN(C(C)C)C(C)C. The catalyst is C1COCC1.CN(C=O)C. The product is [C:2]([C:6]1[CH:10]=[C:9]([CH2:11][NH:12][C:37](=[O:38])[CH:36]([C:27]2[CH:28]=[CH:29][C:30]([CH2:31][O:32][CH2:33][CH2:34][OH:35])=[C:25]([F:24])[CH:26]=2)[CH3:40])[N:8]([C:13]2[CH:18]=[CH:17][CH:16]=[C:15]([O:19][C:20]([F:22])([F:23])[F:21])[CH:14]=2)[N:7]=1)([CH3:5])([CH3:3])[CH3:4]. The yield is 0.730. (4) The reactants are [F:1][C:2]1[CH:3]=[C:4]2[C:9](=[CH:10][CH:11]=1)[N:8]=[C:7]([NH:12][C:13](=[O:17])OCC)[C:6]([O:18][CH3:19])=[N:5]2.[CH3:20][O:21][C:22]1[CH:23]=[C:24]([N:30]2[CH2:35][CH2:34][NH:33][CH2:32][CH2:31]2)[CH:25]=[C:26]([O:28][CH3:29])[CH:27]=1. No catalyst specified. The product is [F:1][C:2]1[CH:3]=[C:4]2[C:9](=[CH:10][CH:11]=1)[N:8]=[C:7]([NH:12][C:13]([N:33]1[CH2:32][CH2:31][N:30]([C:24]3[CH:23]=[C:22]([O:21][CH3:20])[CH:27]=[C:26]([O:28][CH3:29])[CH:25]=3)[CH2:35][CH2:34]1)=[O:17])[C:6]([O:18][CH3:19])=[N:5]2. The yield is 0.760. (5) The reactants are [N+:1]([C:4]1[N:5]=[C:6]([S:9][C:10]2[CH:15]=[CH:14][CH:13]=[CH:12][C:11]=2[N+:16]([O-:18])=[O:17])[NH:7][CH:8]=1)([O-:3])=[O:2].[CH3:19]N(C)C=O.C(=O)([O-])[O-].[K+].[K+].[F-].[Cs+].[C:32]([O:35][CH2:36][CH3:37])(=O)C. The catalyst is O. The product is [CH3:19][C@@:36]1([CH2:37][N:7]2[CH:8]=[C:4]([N+:1]([O-:3])=[O:2])[N:5]=[C:6]2[S:9][C:10]2[CH:15]=[CH:14][CH:13]=[CH:12][C:11]=2[N+:16]([O-:18])=[O:17])[CH2:32][O:35]1. The yield is 0.790. (6) The reactants are [CH3:1][NH:2]S(C1C=CC([N+]([O-])=O)=CC=1[N+]([O-])=O)(=O)=O.C1(P(C2C=CC=CC=2)C2C=CC=CC=2)C=CC=CC=1.[Cl:37][C:38]1[C:39]([C:59]2[N:60]([CH:65]([CH3:67])[CH3:66])[C:61]([CH3:64])=[N:62][CH:63]=2)=[N:40][C:41]([NH:44][C:45]2[CH:57]=[CH:56][C:48]([C:49]([NH:51][CH2:52][C@H:53](O)[CH3:54])=[O:50])=[C:47]([F:58])[CH:46]=2)=[N:42][CH:43]=1.CC(OC(/N=N/C(OC(C)C)=O)=O)C.C(N)CC. The catalyst is C1COCC1.C(Cl)Cl. The product is [Cl:37][C:38]1[C:39]([C:59]2[N:60]([CH:65]([CH3:67])[CH3:66])[C:61]([CH3:64])=[N:62][CH:63]=2)=[N:40][C:41]([NH:44][C:45]2[CH:57]=[CH:56][C:48]([C:49]([NH:51][CH2:52][C@@H:53]([NH:2][CH3:1])[CH3:54])=[O:50])=[C:47]([F:58])[CH:46]=2)=[N:42][CH:43]=1. The yield is 0.0800.